Dataset: Forward reaction prediction with 1.9M reactions from USPTO patents (1976-2016). Task: Predict the product of the given reaction. (1) Given the reactants [Br:1][C:2]1[CH:8]=[CH:7][C:5]([NH2:6])=[C:4]([N+:9]([O-:11])=[O:10])[C:3]=1[F:12].[OH-].[Na+].Cl[O-].[Na+], predict the reaction product. The product is: [Br:1][C:2]1[CH:8]=[CH:7][C:5]2[C:4]([C:3]=1[F:12])=[N+:9]([O-:11])[O:10][N:6]=2. (2) Given the reactants [Cl:1][C:2]1[CH:10]=[CH:9][CH:8]=[C:7]2[C:3]=1[CH2:4][N:5]([C:11]([O:13][C@H:14]1[CH2:31][N:30]3[C@H:16]([C:17](=[O:51])[NH:18][C@:19]4([C:42](=[O:50])[NH:43][S:44]([CH:47]5[CH2:49][CH2:48]5)(=[O:46])=[O:45])[CH2:41][C@H:20]4[CH:21]=[CH:22][CH2:23][O:24][CH2:25][CH2:26][CH2:27][C@H:28]([NH:33]C(OC(C)(C)C)=O)[C:29]3=[O:32])[CH2:15]1)=[O:12])[CH2:6]2.Cl, predict the reaction product. The product is: [ClH:1].[Cl:1][C:2]1[CH:10]=[CH:9][CH:8]=[C:7]2[C:3]=1[CH2:4][N:5]([C:11]([O:13][C@H:14]1[CH2:31][N:30]3[C@H:16]([C:17](=[O:51])[NH:18][C@:19]4([C:42](=[O:50])[NH:43][S:44]([CH:47]5[CH2:48][CH2:49]5)(=[O:45])=[O:46])[CH2:41][C@H:20]4[CH:21]=[CH:22][CH2:23][O:24][CH2:25][CH2:26][CH2:27][C@H:28]([NH2:33])[C:29]3=[O:32])[CH2:15]1)=[O:12])[CH2:6]2. (3) Given the reactants [CH3:1][O:2][C:3]([C:5]1[C:14]2[C:9](=[CH:10][CH:11]=[CH:12][CH:13]=2)[CH:8]=[CH:7][C:6]=1[NH:15][S:16]([C:19]1[CH:27]=[CH:26][CH:25]=[CH:24][C:20]=1[C:21](O)=[O:22])(=[O:18])=[O:17])=[O:4].CN1CCOCC1.[CH3:35][N:36]([CH3:42])[CH2:37][CH2:38][CH2:39][NH:40][CH3:41].F[P-](F)(F)(F)(F)F.Br[P+](N1CCCC1)(N1CCCC1)N1CCCC1.Cl, predict the reaction product. The product is: [CH3:35][N:36]([CH3:42])[CH2:37][CH2:38][CH2:39][N:40]([CH3:41])[C:21]([C:20]1[CH:24]=[CH:25][CH:26]=[CH:27][C:19]=1[S:16]([NH:15][C:6]1[CH:7]=[CH:8][C:9]2[C:14](=[CH:13][CH:12]=[CH:11][CH:10]=2)[C:5]=1[C:3]([O:2][CH3:1])=[O:4])(=[O:18])=[O:17])=[O:22]. (4) Given the reactants [CH2:1]([C:3]1[C:4]([NH:11][C@H:12]2[C@@H:16]([OH:17])[CH2:15]N(C(OCC3C=CC=CC=3)=O)[CH2:13]2)=[N:5][C:6]([CH2:9][CH3:10])=[CH:7][N:8]=1)[CH3:2].N[C@H]1C[O:32]C[C@H]1O, predict the reaction product. The product is: [CH2:1]([C:3]1[C:4]([NH:11][C@H:12]2[CH2:13][O:32][CH2:15][C@H:16]2[OH:17])=[N:5][C:6]([CH2:9][CH3:10])=[CH:7][N:8]=1)[CH3:2]. (5) Given the reactants [CH2:1]([O:8][C:9]1[CH:14]=[CH:13][C:12](B(O)O)=[CH:11][C:10]=1[O:18][CH3:19])[C:2]1[CH:7]=[CH:6][CH:5]=[CH:4][CH:3]=1.Br[C:21]1[CH:22]=[C:23]([C:27]2[CH:32]=[CH:31][CH:30]=[C:29]([C:33]([F:36])([F:35])[F:34])[N:28]=2)[CH:24]=[CH:25][CH:26]=1.C(=O)([O-])[O-].[Na+].[Na+], predict the reaction product. The product is: [CH2:1]([O:8][C:9]1[CH:14]=[CH:13][C:12]([C:25]2[CH:26]=[CH:21][CH:22]=[C:23]([C:27]3[CH:32]=[CH:31][CH:30]=[C:29]([C:33]([F:36])([F:34])[F:35])[N:28]=3)[CH:24]=2)=[CH:11][C:10]=1[O:18][CH3:19])[C:2]1[CH:7]=[CH:6][CH:5]=[CH:4][CH:3]=1. (6) Given the reactants [CH3:1][O:2][CH2:3][O:4][C@H:5]1[CH2:18][C@H:17]2[C@@H:8]([C@@H:9]3[C@@H:14]([CH2:15][CH2:16]2)[CH2:13][C@@:12]2([CH3:24])[C:19]([C:22]#[N:23])=[CH:20][CH2:21][C@@H:11]2[CH2:10]3)[CH2:7][CH2:6]1.COCO[C@H]1C[C@H]2[C@@H]([C@@H]3[C@@H](CC2)C[C@@]2(C)C(OS(C(F)(F)F)(=O)=O)=CC[C@@H]2C3)CC1, predict the reaction product. The product is: [CH3:1][O:2][CH2:3][O:4][C@H:5]1[CH2:18][C@H:17]2[C@@H:8]([C@@H:9]3[C@@H:14]([CH2:15][CH2:16]2)[CH2:13][C@@:12]2([CH3:24])[C@H:19]([C:22]#[N:23])[CH2:20][CH2:21][C@H:11]2[CH2:10]3)[CH2:7][CH2:6]1. (7) Given the reactants CC([O-])=O.[K+].[CH3:21][C:16]1([CH3:22])[C:17]([CH3:20])([CH3:19])[O:18][B:14]([B:14]2[O:18][C:17]([CH3:20])([CH3:19])[C:16]([CH3:22])([CH3:21])[O:15]2)[O:15]1.Br[C:25]1[CH:26]=[C:27]([NH:32][C:33](=[O:39])[O:34][C:35]([CH3:38])([CH3:37])[CH3:36])[CH:28]=[CH:29][C:30]=1[Cl:31], predict the reaction product. The product is: [C:35]([O:34][C:33](=[O:39])[NH:32][C:27]1[CH:26]=[CH:25][C:30]([Cl:31])=[C:29]([B:14]2[O:15][C:16]([CH3:21])([CH3:22])[C:17]([CH3:19])([CH3:20])[O:18]2)[CH:28]=1)([CH3:38])([CH3:36])[CH3:37]. (8) The product is: [F:16][C:17]1[CH:24]=[C:23]([N:25]2[CH2:26][CH2:27][O:28][CH2:29][CH2:30]2)[CH:22]=[CH:21][C:18]=1[CH2:19][N:7]1[CH2:6][CH:5]2[CH2:1][N:2]([C:9]([O:11][C:12]([CH3:15])([CH3:14])[CH3:13])=[O:10])[CH2:3][CH:4]2[CH2:8]1. Given the reactants [CH2:1]1[CH:5]2[CH2:6][NH:7][CH2:8][CH:4]2[CH2:3][N:2]1[C:9]([O:11][C:12]([CH3:15])([CH3:14])[CH3:13])=[O:10].[F:16][C:17]1[CH:24]=[C:23]([N:25]2[CH2:30][CH2:29][O:28][CH2:27][CH2:26]2)[CH:22]=[CH:21][C:18]=1[CH:19]=O.C(O[BH-](OC(=O)C)OC(=O)C)(=O)C.[Na+], predict the reaction product. (9) Given the reactants [OH:1][C:2]([CH3:18])([CH3:17])[C:3]([C:5]1[CH:10]=[C:9]([CH3:11])[C:8]([O:12][CH2:13][CH2:14][OH:15])=[C:7]([CH3:16])[CH:6]=1)=[O:4].O=[N+]([O-])[O-].[O-][N+](=O)[O-].[O-][N+](=O)[O-].[O-][N+](=O)[O-].[O-][N+](=O)[O-].[O-][N+](=O)[O-].[Ce+4].[NH4+].[NH4+].[O:46]=[C:47]([C:51]1[CH:56]=[CH:55][CH:54]=[CH:53][CH:52]=1)[C:48](Cl)=[O:49], predict the reaction product. The product is: [O:46]=[C:47]([C:51]1[CH:56]=[CH:55][CH:54]=[CH:53][CH:52]=1)[C:48]([O:15][CH2:14][CH2:13][O:12][C:8]1[C:9]([CH3:11])=[CH:10][C:5]([C:3](=[O:4])[C:2]([OH:1])([CH3:18])[CH3:17])=[CH:6][C:7]=1[CH3:16])=[O:49].